Dataset: Forward reaction prediction with 1.9M reactions from USPTO patents (1976-2016). Task: Predict the product of the given reaction. (1) Given the reactants Br[C:2]1[C:7]([N+:8]([O-:10])=[O:9])=[C:6]([CH3:11])[CH:5]=[CH:4][CH:3]=1.C1C(C(OO)=O)=CC=CC=1.[Br:22]N1C(=O)CCC1=O.Cl.[NH2:31][CH2:32][C:33]([O:35][CH2:36][CH3:37])=[O:34].C(=O)([O-])O.[Na+], predict the reaction product. The product is: [Br:22][C:5]1[C:6]([CH2:11][NH:31][CH2:32][C:33]([O:35][CH2:36][CH3:37])=[O:34])=[C:7]([N+:8]([O-:10])=[O:9])[CH:2]=[CH:3][CH:4]=1. (2) Given the reactants [C:1]1([CH:13]2[CH2:18][CH2:17][C:16](=[CH:19][C:20]([O:22][CH2:23][CH3:24])=[O:21])[CH2:15][CH2:14]2)[N:2]=[N:3][N:4]2[C:9]=1[C:8]1[CH:10]=[CH:11][NH:12][C:7]=1[N:6]=[CH:5]2.C1(C2CCC(=CC#N)CC2)N=NN2C=1C1C=CNC=1N=C2, predict the reaction product. The product is: [C:1]1([CH:13]2[CH2:14][CH2:15][CH:16]([CH2:19][C:20]([O:22][CH2:23][CH3:24])=[O:21])[CH2:17][CH2:18]2)[N:2]=[N:3][N:4]2[C:9]=1[C:8]1[CH:10]=[CH:11][NH:12][C:7]=1[N:6]=[CH:5]2.